Task: Predict the reaction yield, written as a fraction of the theoretical maximum amount of product (1.0 means a 100% yield; for example, 0.34 means a 34% yield).. Dataset: Reaction yield outcomes from USPTO patents with 853,638 reactions The reactants are [Cl:1][C:2]1[CH:3]=[C:4]([CH:18]=[CH:19][C:20]=1[O:21][CH3:22])[C:5]([NH:7][C:8]1[CH:17]=[CH:16][CH:15]=[CH:14][C:9]=1[C:10]([O:12]C)=[O:11])=[O:6].CO. The catalyst is C1COCC1.O. The product is [Cl:1][C:2]1[CH:3]=[C:4]([CH:18]=[CH:19][C:20]=1[O:21][CH3:22])[C:5]([NH:7][C:8]1[CH:17]=[CH:16][CH:15]=[CH:14][C:9]=1[C:10]([OH:12])=[O:11])=[O:6]. The yield is 0.850.